Task: Predict the reaction yield, written as a fraction of the theoretical maximum amount of product (1.0 means a 100% yield; for example, 0.34 means a 34% yield).. Dataset: Reaction yield outcomes from USPTO patents with 853,638 reactions (1) The yield is 0.240. The reactants are [F:1][C:2]1[C:10]([C:11]2[CH:16]=[CH:15][C:14]([C:17]3([OH:21])[CH2:20][CH2:19][CH2:18]3)=[CH:13][CH:12]=2)=[C:9]([F:22])[CH:8]=[C:7]2[C:3]=1[C:4]([CH:23]=[O:24])=[CH:5][NH:6]2.O.[OH:26]P([O-])(O)=O.[Na+].Cl([O-])=O.[Na+].CC(=CC)C.C(O)(=O)CC(CC(O)=O)(C(O)=O)O. The product is [F:1][C:2]1[C:10]([C:11]2[CH:12]=[CH:13][C:14]([C:17]3([OH:21])[CH2:18][CH2:19][CH2:20]3)=[CH:15][CH:16]=2)=[C:9]([F:22])[CH:8]=[C:7]2[C:3]=1[C:4]([C:23]([OH:26])=[O:24])=[CH:5][NH:6]2. The catalyst is CC#N.O.C(O)(C)(C)C. (2) No catalyst specified. The product is [I:4][C:5]1[C:13]2[C:12](=[O:14])[N:11]([CH3:15])[CH:10]=[N:9][C:8]=2[NH:7][CH:6]=1. The yield is 0.760. The reactants are Cl.CO.[I:4][C:5]1[C:13]2[C:12](=[O:14])[N:11]([CH3:15])[CH:10]=[N:9][C:8]=2[N:7](C(OC(C)(C)C)=O)[CH:6]=1.C(=O)(O)[O-].[Na+]. (3) The reactants are COC(C1C=C(O)C2C(=C(OCC3C=CC=CC=3)C=C(C#CCOCC3C=CC=CC=3)C=2)N=1)=O.C([O:42][C:43]([C:45]1[CH:54]=[C:53]([O:55]CC2C=CC=CC=2)[C:52]2[C:47](=[C:48]([C:63]#[C:64][CH2:65][CH2:66][CH2:67][CH3:68])[CH:49]=[CH:50][CH:51]=2)[N:46]=1)=[O:44])C1C=CC=CC=1. No catalyst specified. The product is [CH2:63]([C:48]1[CH:49]=[CH:50][CH:51]=[C:52]2[C:47]=1[N:46]=[C:45]([C:43]([OH:44])=[O:42])[CH:54]=[C:53]2[OH:55])[CH2:64][CH2:65][CH2:66][CH2:67][CH3:68]. The yield is 0.700. (4) The reactants are [Cl:1][C:2]1[C:7]([O:8][CH3:9])=[CH:6][CH:5]=[CH:4][C:3]=1[C:10](=[CH:16]N(C)C)[C:11](OCC)=[O:12].[NH2:20][C:21]([NH2:23])=[O:22].N[C@H](C(O)=O)CC1C=C2C(C=CC=C2)=CC=1.C[Si](Cl)(C)C.[OH-].[Na+]. The catalyst is C(#N)C. The product is [Cl:1][C:2]1[C:7]([O:8][CH3:9])=[CH:6][CH:5]=[CH:4][C:3]=1[C:10]1[C:11](=[O:12])[NH:20][C:21](=[O:22])[NH:23][CH:16]=1. The yield is 0.820. (5) The reactants are [CH2:1]([O:8][C:9]1[CH:10]=[CH:11][C:12]([I:17])=[C:13]([CH:16]=1)[CH2:14][OH:15])[C:2]1[CH:7]=[CH:6][CH:5]=[CH:4][CH:3]=1.[C:18](OC(=O)C)(=[O:20])[CH3:19]. The catalyst is ClCCl.CN(C)C1C=CN=CC=1. The product is [CH2:1]([O:8][C:9]1[CH:10]=[CH:11][C:12]([I:17])=[C:13]([CH:16]=1)[CH2:14][O:15][C:18](=[O:20])[CH3:19])[C:2]1[CH:3]=[CH:4][CH:5]=[CH:6][CH:7]=1. The yield is 1.00. (6) The reactants are [C:1]([OH:10])(=[O:9])[C@H:2]([C@@H:4]([C:6]([OH:8])=[O:7])[OH:5])[OH:3].[CH2:11]([O:18][C:19](=[O:36])[C:20]([CH3:35])([O:22][C:23]1[CH:28]=[CH:27][CH:26]=[C:25]([CH:29]2[CH2:34][CH2:33][CH2:32][NH:31][CH2:30]2)[CH:24]=1)[CH3:21])[C:12]1[CH:17]=[CH:16][CH:15]=[CH:14][CH:13]=1. The catalyst is CC(=O)CC. The product is [C:6]([C@H:4]([C@@H:2]([C:1]([OH:10])=[O:9])[OH:3])[OH:5])([OH:8])=[O:7].[CH2:11]([O:18][C:19](=[O:36])[C:20]([CH3:21])([O:22][C:23]1[CH:28]=[CH:27][CH:26]=[C:25]([C@H:29]2[CH2:34][CH2:33][CH2:32][NH:31][CH2:30]2)[CH:24]=1)[CH3:35])[C:12]1[CH:17]=[CH:16][CH:15]=[CH:14][CH:13]=1. The yield is 0.890.